This data is from Full USPTO retrosynthesis dataset with 1.9M reactions from patents (1976-2016). The task is: Predict the reactants needed to synthesize the given product. Given the product [N:27]1[CH:32]=[CH:31][C:30]([CH2:33][O:1][C:2]2[C:11]3[C:6](=[CH:7][CH:8]=[CH:9][CH:10]=3)[C:5]([NH:12][C:13](=[O:19])[O:14][C:15]([CH3:16])([CH3:18])[CH3:17])=[CH:4][CH:3]=2)=[CH:29][CH:28]=1, predict the reactants needed to synthesize it. The reactants are: [OH:1][C:2]1[C:11]2[C:6](=[CH:7][CH:8]=[CH:9][CH:10]=2)[C:5]([NH:12][C:13](=[O:19])[O:14][C:15]([CH3:18])([CH3:17])[CH3:16])=[CH:4][CH:3]=1.C([O-])([O-])=O.[K+].[K+].Cl.[N:27]1[CH:32]=[CH:31][C:30]([CH2:33]Cl)=[CH:29][CH:28]=1.